This data is from Reaction yield outcomes from USPTO patents with 853,638 reactions. The task is: Predict the reaction yield, written as a fraction of the theoretical maximum amount of product (1.0 means a 100% yield; for example, 0.34 means a 34% yield). (1) The reactants are [Cl:1][C:2]1[CH:7]=[CH:6][CH:5]=[CH:4][C:3]=1[CH:8](O)[CH3:9].CCN(CC)CC.CS(Cl)(=O)=O.Cl.[NH:24]1[C:30]2[CH:31]=[CH:32][S:33][C:29]=2[C:28](=[O:34])[NH:27][CH2:26][CH2:25]1. The catalyst is C(Cl)Cl. The product is [Cl:1][C:2]1[CH:7]=[CH:6][CH:5]=[CH:4][C:3]=1[CH:8]([N:24]1[C:30]2[CH:31]=[CH:32][S:33][C:29]=2[C:28](=[O:34])[NH:27][CH2:26][CH2:25]1)[CH3:9]. The yield is 0.330. (2) The reactants are [ClH:1].[CH2:2]([C:10]1[N:11]=[C:12]([NH2:15])[NH:13][CH:14]=1)[CH2:3][CH2:4][CH2:5][CH2:6][CH2:7][C:8]#[CH:9].[N:16]([CH2:19][C:20]([CH3:28])=[CH:21][C:22]1[CH:27]=[CH:26][CH:25]=[CH:24][CH:23]=1)=[N+:17]=[N-:18]. No catalyst specified. The product is [ClH:1].[CH3:28][C:20](=[CH:21][C:22]1[CH:27]=[CH:26][CH:25]=[CH:24][CH:23]=1)[CH2:19][N:16]1[CH:9]=[C:8]([CH2:7][CH2:6][CH2:5][CH2:4][CH2:3][CH2:2][C:10]2[N:11]=[C:12]([NH2:15])[NH:13][CH:14]=2)[N:18]=[N:17]1. The yield is 0.850. (3) The reactants are Br[C:2]1[C:3]([F:19])=[CH:4][C:5]2[O:11][CH2:10][CH2:9][N:8]3[CH:12]=[C:13]([C:15]([NH2:17])=[O:16])[N:14]=[C:7]3[C:6]=2[CH:18]=1.[OH:20][C:21]([C:25]1[CH:29]=[C:28]([CH:30]=[O:31])[O:27][N:26]=1)([C:23]#[CH:24])[CH3:22]. No catalyst specified. The product is [F:19][C:3]1[C:2]([C:24]#[C:23][C:21]([C:25]2[CH:29]=[C:28]([CH:30]=[O:31])[O:27][N:26]=2)([OH:20])[CH3:22])=[CH:18][C:6]2[C:7]3[N:8]([CH:12]=[C:13]([C:15]([NH2:17])=[O:16])[N:14]=3)[CH2:9][CH2:10][O:11][C:5]=2[CH:4]=1. The yield is 0.100. (4) The reactants are [CH:1]1[N:2]=[CH:3][N:4]2[CH2:9][CH2:8][CH2:7][CH2:6][C:5]=12.[Li]CCCC.CN([CH:18]=[O:19])C. The catalyst is C1COCC1. The product is [CH:1]1[N:2]=[C:3]([CH:18]=[O:19])[N:4]2[CH2:9][CH2:8][CH2:7][CH2:6][C:5]=12. The yield is 0.400. (5) The reactants are [C:1]([C:5]1[NH:6][CH:7]([C:10]([O:12][CH3:13])=[O:11])[CH2:8][N:9]=1)([CH3:4])([CH3:3])[CH3:2].C1CCN2C(=NCCC2)CC1.ClN1C(=O)N(Cl)C(=O)N(Cl)C1=O. The catalyst is C(#N)C. The product is [C:1]([C:5]1[NH:6][C:7]([C:10]([O:12][CH3:13])=[O:11])=[CH:8][N:9]=1)([CH3:4])([CH3:2])[CH3:3]. The yield is 0.730.